From a dataset of Full USPTO retrosynthesis dataset with 1.9M reactions from patents (1976-2016). Predict the reactants needed to synthesize the given product. (1) Given the product [Cl:3][C:7]1[N:11]([CH3:12])[N:10]=[C:9]([C:13]2[CH:18]=[CH:17][C:16]([O:19][CH:20]([CH3:22])[CH3:21])=[C:15]([CH3:23])[CH:14]=2)[C:8]=1[CH:26]=[O:27].[CH3:23][C:15]1[CH:14]=[C:13]([C:9]2[C:8]([CH:7]=[O:6])=[C:28]([Cl:3])[N:25]([CH3:24])[N:10]=2)[CH:18]=[CH:17][C:16]=1[OH:19].[CH:26]([C:8]1[C:9]([C:13]2[CH:18]=[CH:17][C:16]([O:19][CH:20]([CH3:21])[CH3:22])=[C:15]([CH3:23])[CH:14]=2)=[N:10][N:11]([CH3:12])[C:7]=1[OH:6])=[O:27], predict the reactants needed to synthesize it. The reactants are: P(Cl)(Cl)([Cl:3])=O.[OH:6][C:7]1[N:11]([CH3:12])[N:10]=[C:9]([C:13]2[CH:18]=[CH:17][C:16]([O:19][CH:20]([CH3:22])[CH3:21])=[C:15]([CH3:23])[CH:14]=2)[CH:8]=1.[CH3:24][N:25]([CH3:28])[CH:26]=[O:27]. (2) Given the product [CH2:1]([C:6]([N:18]1[C@H:15]([C:9]2[CH:14]=[CH:13][CH:12]=[CH:11][CH:10]=2)[C@@H:16]([O:20][Si:21]([CH2:26][CH3:27])([CH2:24][CH3:25])[CH2:22][CH3:23])[C:17]1=[O:19])=[O:7])[C:2]([CH3:5])([CH3:4])[CH3:3], predict the reactants needed to synthesize it. The reactants are: [CH2:1]([C:6](Cl)=[O:7])[C:2]([CH3:5])([CH3:4])[CH3:3].[C:9]1([C@H:15]2[NH:18][C:17](=[O:19])[C@@H:16]2[O:20][Si:21]([CH2:26][CH3:27])([CH2:24][CH3:25])[CH2:22][CH3:23])[CH:14]=[CH:13][CH:12]=[CH:11][CH:10]=1. (3) Given the product [Br:22][C:23]1[CH:28]=[C:27]([C:2]2[N:7]=[C:6]([C:8]([F:11])([F:10])[F:9])[CH:5]=[C:4]([C:12]3[CH:17]=[CH:16][CH:15]=[C:14]([C:18]([F:21])([F:20])[F:19])[CH:13]=3)[N:3]=2)[CH:26]=[CH:25][CH:24]=1, predict the reactants needed to synthesize it. The reactants are: Cl[C:2]1[N:7]=[C:6]([C:8]([F:11])([F:10])[F:9])[CH:5]=[C:4]([C:12]2[CH:17]=[CH:16][CH:15]=[C:14]([C:18]([F:21])([F:20])[F:19])[CH:13]=2)[N:3]=1.[Br:22][C:23]1[CH:24]=[C:25](B(O)O)[CH:26]=[CH:27][CH:28]=1. (4) Given the product [CH:1]1([C:4]2[CH:9]=[C:8]([O:10][CH2:11][C:12]3[CH:17]=[CH:16][CH:15]=[CH:14][CH:13]=3)[CH:7]=[CH:6][C:5]=2[C:22]2[CH:27]=[CH:26][CH:25]=[C:24]([N:28]3[C:32]([CH3:33])=[CH:31][CH:30]=[C:29]3[CH3:34])[N:23]=2)[CH2:3][CH2:2]1, predict the reactants needed to synthesize it. The reactants are: [CH:1]1([C:4]2[CH:9]=[C:8]([O:10][CH2:11][C:12]3[CH:17]=[CH:16][CH:15]=[CH:14][CH:13]=3)[CH:7]=[CH:6][C:5]=2B(O)O)[CH2:3][CH2:2]1.Br[C:22]1[CH:27]=[CH:26][CH:25]=[C:24]([N:28]2[C:32]([CH3:33])=[CH:31][CH:30]=[C:29]2[CH3:34])[N:23]=1. (5) Given the product [Si:15]([O:14][CH:9]([C:5]1([CH2:1][CH3:2])[CH2:8][CH2:7][CH2:6]1)[CH2:10][CH2:11][CH:12]=[O:13])([C:18]([CH3:21])([CH3:20])[CH3:19])([CH3:17])[CH3:16], predict the reactants needed to synthesize it. The reactants are: [CH2:1]([C:5]1([CH:9]([O:14][Si:15]([C:18]([CH3:21])([CH3:20])[CH3:19])([CH3:17])[CH3:16])[CH2:10][CH2:11][CH:12]=[O:13])[CH2:8][CH2:7][CH2:6]1)[CH2:2]CC.C([Si](OC(C1(CC)CCC1)C#C)(C)C)(C)(C)C. (6) Given the product [N:14]1([C:5]2[C:4]([F:3])=[CH:9][C:8]([NH2:10])=[CH:7][C:6]=2[F:13])[CH2:18][CH:17]=[CH:16][CH2:15]1, predict the reactants needed to synthesize it. The reactants are: [Cl-].[NH4+].[F:3][C:4]1[CH:9]=[C:8]([N+:10]([O-])=O)[CH:7]=[C:6]([F:13])[C:5]=1[N:14]1[CH2:18][CH:17]=[CH:16][CH2:15]1. (7) Given the product [CH:1]([O:22][C:19]1[CH:20]=[CH:21][C:16]([N:13]2[C:14]([CH3:15])=[C:10]([C:8]([OH:9])=[O:7])[CH:11]=[N:12]2)=[N:17][CH:18]=1)([CH3:3])[CH3:2], predict the reactants needed to synthesize it. The reactants are: [CH:1](Br)([CH3:3])[CH3:2].C([O:7][C:8]([C:10]1[CH:11]=[N:12][N:13]([C:16]2[CH:21]=[CH:20][C:19]([OH:22])=[CH:18][N:17]=2)[C:14]=1[CH3:15])=[O:9])C.C(=O)([O-])[O-].[K+].[K+].O.